Dataset: Full USPTO retrosynthesis dataset with 1.9M reactions from patents (1976-2016). Task: Predict the reactants needed to synthesize the given product. (1) Given the product [CH3:1][O:2][C:3]1[C:11]([O:12][C@@H:13]2[CH2:18][CH2:17][CH2:16][C@H:15]([NH:19][C:20](=[O:23])[CH2:21][CH3:22])[CH2:14]2)=[CH:10][CH:9]=[C:8]2[C:4]=1[CH:5]=[N:6][NH:7]2, predict the reactants needed to synthesize it. The reactants are: [CH3:1][O:2][C:3]1[C:11]([O:12][C@@H:13]2[CH2:18][CH2:17][CH2:16][C@H:15]([NH2:19])[CH2:14]2)=[CH:10][CH:9]=[C:8]2[C:4]=1[CH:5]=[N:6][NH:7]2.[C:20](O)(=[O:23])[CH2:21][CH3:22].C(N(CC)CC)C.Cl.C(N=C=NCCCN(C)C)C.ON1C2C=CC=CC=2N=N1. (2) Given the product [Cl:24][C:20]1[CH:21]=[CH:22][CH:23]=[C:18]([Cl:17])[C:19]=1[C:25]1[C:29]([CH2:30][O:31][C:32]2[CH:33]=[CH:34][C:35]([C:2]3[CH:3]=[C:4]4[C:9](=[CH:10][CH:11]=3)[N:8]=[C:7]([C:12]([O:14][CH2:15][CH3:16])=[O:13])[CH:6]=[N:5]4)=[CH:36][CH:37]=2)=[C:28]([CH:47]([CH3:49])[CH3:48])[O:27][N:26]=1, predict the reactants needed to synthesize it. The reactants are: Br[C:2]1[CH:3]=[C:4]2[C:9](=[CH:10][CH:11]=1)[N:8]=[C:7]([C:12]([O:14][CH2:15][CH3:16])=[O:13])[CH:6]=[N:5]2.[Cl:17][C:18]1[CH:23]=[CH:22][CH:21]=[C:20]([Cl:24])[C:19]=1[C:25]1[C:29]([CH2:30][O:31][C:32]2[CH:37]=[CH:36][C:35](B3OC(C)(C)C(C)(C)O3)=[CH:34][CH:33]=2)=[C:28]([CH:47]([CH3:49])[CH3:48])[O:27][N:26]=1.P([O-])([O-])([O-])=O.[K+].[K+].[K+].C1(P(C2C=CC=CC=2)C2C=CC=CC=2)C=CC=CC=1.